From a dataset of Catalyst prediction with 721,799 reactions and 888 catalyst types from USPTO. Predict which catalyst facilitates the given reaction. (1) Reactant: [CH2:1]([CH:8]1[C:17]2[C:12](=[CH:13][CH:14]=[C:15]([OH:18])[CH:16]=2)[O:11][CH2:10][CH:9]1[NH:19][C:20](=[O:24])[O:21][CH2:22][CH3:23])[C:2]1[CH:7]=[CH:6][CH:5]=[CH:4][CH:3]=1.N1C=CC=CC=1.[F:31][C:32]([F:45])([F:44])[S:33](O[S:33]([C:32]([F:45])([F:44])[F:31])(=[O:35])=[O:34])(=[O:35])=[O:34]. Product: [F:31][C:32]([F:45])([F:44])[S:33]([O:18][C:15]1[CH:16]=[C:17]2[C:12](=[CH:13][CH:14]=1)[O:11][CH2:10][CH:9]([NH:19][C:20]([O:21][CH2:22][CH3:23])=[O:24])[CH:8]2[CH2:1][C:2]1[CH:3]=[CH:4][CH:5]=[CH:6][CH:7]=1)(=[O:35])=[O:34]. The catalyst class is: 2. (2) Reactant: FC(F)(F)C(O)=O.[F:8][C:9]1[CH:14]=[CH:13][C:12]([NH:15][C:16]([N:18]2[CH2:23][CH2:22][N:21]([C:24]3[C:33]4[C:28](=[CH:29][C:30]([N+:34]([O-])=O)=[CH:31][CH:32]=4)[N:27]=[CH:26][CH:25]=3)[CH2:20][CH2:19]2)=[O:17])=[CH:11][CH:10]=1.[H][H]. Product: [NH2:34][C:30]1[CH:29]=[C:28]2[C:33]([C:24]([N:21]3[CH2:20][CH2:19][N:18]([C:16]([NH:15][C:12]4[CH:13]=[CH:14][C:9]([F:8])=[CH:10][CH:11]=4)=[O:17])[CH2:23][CH2:22]3)=[CH:25][CH:26]=[N:27]2)=[CH:32][CH:31]=1. The catalyst class is: 19. (3) Reactant: [Br:1][C:2]1[CH:10]=[CH:9][C:8]([CH3:11])=[CH:7][C:3]=1[C:4]([OH:6])=[O:5].[Si](C=[N+]=[N-])(C)(C)[CH3:13]. Product: [CH3:13][O:5][C:4](=[O:6])[C:3]1[CH:7]=[C:8]([CH3:11])[CH:9]=[CH:10][C:2]=1[Br:1]. The catalyst class is: 5. (4) Reactant: [OH-].[Na+].[Cl:3][C:4]1[CH:5]=[C:6]([C:14]2[O:18][N:17]=[C:16]([C:19]3[C:20]([CH3:32])=[C:21]([O:25][CH2:26][C:27]([O:29]CC)=[O:28])[CH:22]=[CH:23][CH:24]=3)[N:15]=2)[CH:7]=[N:8][C:9]=1[O:10][CH:11]([CH3:13])[CH3:12].Cl. Product: [Cl:3][C:4]1[CH:5]=[C:6]([C:14]2[O:18][N:17]=[C:16]([C:19]3[C:20]([CH3:32])=[C:21]([O:25][CH2:26][C:27]([OH:29])=[O:28])[CH:22]=[CH:23][CH:24]=3)[N:15]=2)[CH:7]=[N:8][C:9]=1[O:10][CH:11]([CH3:12])[CH3:13]. The catalyst class is: 378. (5) Reactant: [NH2:1][C:2]1[C:6]([C:7](OCC)=[O:8])=[CH:5][N:4]([C:12]2[CH:17]=[CH:16][CH:15]=[CH:14][CH:13]=2)[N:3]=1.[H-].[Al+3].[Li+].[H-].[H-].[H-].O.O.O.O.O.O.O.O.O.O.S([O-])([O-])(=O)=O.[Na+].[Na+]. Product: [NH2:1][C:2]1[C:6]([CH2:7][OH:8])=[CH:5][N:4]([C:12]2[CH:13]=[CH:14][CH:15]=[CH:16][CH:17]=2)[N:3]=1. The catalyst class is: 7. (6) Reactant: [C:1](/[CH:5]=[CH:6]/[C:7]1[C:8](=[O:22])[NH:9][C:10](=[O:21])[N:11]([CH:20]=1)[C@@H:12]1[O:19][C@H:16]([CH2:17][OH:18])[C@@H:14]([OH:15])[CH2:13]1)([O:3]C)=[O:2]. Product: [C:1](/[CH:5]=[CH:6]/[C:7]1[C:8](=[O:22])[NH:9][C:10](=[O:21])[N:11]([CH:20]=1)[C@@H:12]1[O:19][C@H:16]([CH2:17][OH:18])[C@@H:14]([OH:15])[CH2:13]1)([OH:3])=[O:2]. The catalyst class is: 74. (7) Reactant: I[CH2:2][CH2:3][CH3:4].[CH:5]1([NH:8][C:9](=[O:35])[C:10]2[CH:15]=[CH:14][C:13]([CH3:16])=[C:12]([N:17]3[C:26](=[O:27])[C:25]4[C:20](=[CH:21][CH:22]=[C:23]([N:28]5[CH2:34][CH2:33][CH2:32][NH:31][CH2:30][CH2:29]5)[CH:24]=4)[N:19]=[CH:18]3)[CH:11]=2)[CH2:7][CH2:6]1.C(=O)([O-])[O-].[K+].[K+].O. Product: [CH:5]1([NH:8][C:9](=[O:35])[C:10]2[CH:15]=[CH:14][C:13]([CH3:16])=[C:12]([N:17]3[C:26](=[O:27])[C:25]4[C:20](=[CH:21][CH:22]=[C:23]([N:28]5[CH2:34][CH2:33][CH2:32][N:31]([CH2:2][CH2:3][CH3:4])[CH2:30][CH2:29]5)[CH:24]=4)[N:19]=[CH:18]3)[CH:11]=2)[CH2:7][CH2:6]1. The catalyst class is: 44. (8) Reactant: [C:1]1([CH:7]2[CH2:12][CH2:11][NH:10][CH2:9][CH2:8]2)[CH:6]=[CH:5][CH:4]=[CH:3][CH:2]=1.S(=O)(=O)(O)O.[N+:18]([O-])([OH:20])=[O:19]. Product: [N+:18]([C:4]1[CH:5]=[CH:6][C:1]([CH:7]2[CH2:8][CH2:9][NH:10][CH2:11][CH2:12]2)=[CH:2][CH:3]=1)([O-:20])=[O:19]. The catalyst class is: 15. (9) Reactant: C(NC(C)C)(C)C.[Li]CCCC.[CH2:13]([C@H:17]1[C@H:21]([CH3:22])[O:20][C:19](=[O:23])[CH2:18]1)[CH2:14][CH2:15][CH3:16].[CH2:24](Br)[C:25]1[CH:30]=[CH:29][CH:28]=[CH:27][CH:26]=1. Product: [CH2:24]([C@@H:18]1[C@@H:17]([CH2:13][CH2:14][CH2:15][CH3:16])[C@H:21]([CH3:22])[O:20][C:19]1=[O:23])[C:25]1[CH:30]=[CH:29][CH:28]=[CH:27][CH:26]=1. The catalyst class is: 1.